From a dataset of Full USPTO retrosynthesis dataset with 1.9M reactions from patents (1976-2016). Predict the reactants needed to synthesize the given product. (1) Given the product [CH3:1][O:2][C:3]([C:5]1[C:10]([F:11])=[CH:9][C:8]([O:33][C:31]2[C:25]3[CH2:26][C:27]([CH3:29])([CH3:30])[O:28][C:24]=3[CH:23]=[C:22]([C:20](=[O:21])[NH:19][C:16]3[CH:17]=[CH:18][N:14]([CH3:13])[N:15]=3)[CH:32]=2)=[CH:7][N:6]=1)=[O:4], predict the reactants needed to synthesize it. The reactants are: [CH3:1][O:2][C:3]([C:5]1[C:10]([F:11])=[CH:9][C:8](F)=[CH:7][N:6]=1)=[O:4].[CH3:13][N:14]1[CH:18]=[CH:17][C:16]([NH:19][C:20]([C:22]2[CH:32]=[C:31]([OH:33])[C:25]3[CH2:26][C:27]([CH3:30])([CH3:29])[O:28][C:24]=3[CH:23]=2)=[O:21])=[N:15]1.C([O-])([O-])=O.[Cs+].[Cs+]. (2) Given the product [CH3:34][C:28]1[CH:29]=[C:30]([CH3:33])[CH:31]=[CH:32][C:27]=1[C:25]1[N:12]=[C:11]([C:9]2[CH:10]=[C:5]([C:3]([OH:2])=[O:4])[C:6]([C:14]3[CH:19]=[CH:18][CH:17]=[CH:16][C:15]=3[N+:20]([O-:22])=[O:21])=[CH:7][CH:8]=2)[S:13][CH:24]=1, predict the reactants needed to synthesize it. The reactants are: C[O:2][C:3]([C:5]1[C:6]([C:14]2[CH:19]=[CH:18][CH:17]=[CH:16][C:15]=2[N+:20]([O-:22])=[O:21])=[CH:7][CH:8]=[C:9]([C:11](=[S:13])[NH2:12])[CH:10]=1)=[O:4].Br[CH2:24][C:25]([C:27]1[CH:32]=[CH:31][C:30]([CH3:33])=[CH:29][C:28]=1[CH3:34])=O.